From a dataset of Peptide-MHC class I binding affinity with 185,985 pairs from IEDB/IMGT. Regression. Given a peptide amino acid sequence and an MHC pseudo amino acid sequence, predict their binding affinity value. This is MHC class I binding data. The peptide sequence is DEFVADIPS. The MHC is HLA-A02:11 with pseudo-sequence HLA-A02:11. The binding affinity (normalized) is 0.0847.